From a dataset of Catalyst prediction with 721,799 reactions and 888 catalyst types from USPTO. Predict which catalyst facilitates the given reaction. Reactant: [N:1]([CH:4]1[CH:9]([C:10]2[CH:15]=[C:14]([F:16])[C:13]([F:17])=[CH:12][C:11]=2[F:18])[CH2:8][CH2:7][C:6]([O:19][Si:20]([CH:27]([CH3:29])[CH3:28])([CH:24]([CH3:26])[CH3:25])[CH:21]([CH3:23])[CH3:22])=[CH:5]1)=[N+]=[N-].[H-].[Al+3].[Li+].[H-].[H-].[H-].[H-].[Cl-].[NH4+]. Product: [F:18][C:11]1[CH:12]=[C:13]([F:17])[C:14]([F:16])=[CH:15][C:10]=1[CH:9]1[CH:4]([NH2:1])[CH:5]=[C:6]([O:19][Si:20]([CH:24]([CH3:26])[CH3:25])([CH:27]([CH3:29])[CH3:28])[CH:21]([CH3:22])[CH3:23])[CH2:7][CH2:8]1. The catalyst class is: 28.